From a dataset of Full USPTO retrosynthesis dataset with 1.9M reactions from patents (1976-2016). Predict the reactants needed to synthesize the given product. (1) The reactants are: Cl[C:2]([O:4][C:5]1[CH:10]=[CH:9][C:8]([O:11][C:12]2[CH:17]=[CH:16][C:15]([C:18]([F:21])([F:20])[F:19])=[CH:14][N:13]=2)=[CH:7][CH:6]=1)=[O:3].Cl.[CH:23]1([N:29]([CH3:37])[CH2:30][CH:31]2[CH2:36][CH2:35][NH:34][CH2:33][CH2:32]2)[CH2:28][CH2:27][CH2:26][CH2:25][CH2:24]1.C(NC(C)C)(C)C. Given the product [F:19][C:18]([F:21])([F:20])[C:15]1[CH:16]=[CH:17][C:12]([O:11][C:8]2[CH:9]=[CH:10][C:5]([O:4][C:2]([N:34]3[CH2:35][CH2:36][CH:31]([CH2:30][N:29]([CH:23]4[CH2:24][CH2:25][CH2:26][CH2:27][CH2:28]4)[CH3:37])[CH2:32][CH2:33]3)=[O:3])=[CH:6][CH:7]=2)=[N:13][CH:14]=1, predict the reactants needed to synthesize it. (2) Given the product [Cl:22][C:20]1[CH:21]=[C:13]([S:12][C:9]2[CH:10]=[CH:11][C:6]([C:4]([OH:5])=[O:3])=[CH:7][C:8]=2[N+:23]([O-:25])=[O:24])[C:14]([C:15]([OH:17])=[O:16])=[CH:18][CH:19]=1, predict the reactants needed to synthesize it. The reactants are: C([O:3][C:4]([C:6]1[CH:11]=[CH:10][C:9]([S:12][C:13]2[CH:21]=[C:20]([Cl:22])[CH:19]=[CH:18][C:14]=2[C:15]([OH:17])=[O:16])=[C:8]([N+:23]([O-:25])=[O:24])[CH:7]=1)=[O:5])C.Cl. (3) Given the product [CH3:1][C:2]1([CH3:12])[O:6][CH:5]([C:7]([OH:9])=[O:8])[CH:4]([CH3:11])[O:3]1, predict the reactants needed to synthesize it. The reactants are: [CH3:1][C:2]1([CH3:12])[O:6][CH:5]([C:7]([O:9]C)=[O:8])[CH:4]([CH3:11])[O:3]1.[OH-].[Li+].C(O)(=O)CC(CC(O)=O)(C(O)=O)O.